Dataset: Reaction yield outcomes from USPTO patents with 853,638 reactions. Task: Predict the reaction yield, written as a fraction of the theoretical maximum amount of product (1.0 means a 100% yield; for example, 0.34 means a 34% yield). (1) The catalyst is O1CCCC1.O. The product is [CH3:22][O:21][C:18]1[CH:17]=[CH:16][C:15]([O:14][C:12]2[CH2:13][N:9]([C@@H:4]([CH2:5][CH:6]([CH3:7])[CH3:8])[C:3]([OH:24])=[O:2])[C:10](=[O:23])[CH:11]=2)=[CH:20][CH:19]=1. The reactants are C[O:2][C:3](=[O:24])[C@@H:4]([N:9]1[CH2:13][C:12]([O:14][C:15]2[CH:20]=[CH:19][C:18]([O:21][CH3:22])=[CH:17][CH:16]=2)=[CH:11][C:10]1=[O:23])[CH2:5][CH:6]([CH3:8])[CH3:7].O.[OH-].[Li+].Cl. The yield is 0.990. (2) The reactants are [OH:1][CH:2]1[O:10][C@H:9]([CH2:11][OH:12])[C@@H:7](O)[C@H:5]([OH:6])[C@@H:3]1O.[C:13]([O:16][C:17](=[O:19])[CH3:18])(=[O:15])[CH3:14]. The catalyst is N1C=CC=CC=1. The product is [C:13]([O:16][CH:17]1[O:19][C@H:7]([CH2:5][O:6][C:11](=[O:12])[CH3:9])[C@@H:9]([O:10][C:2](=[O:1])[CH3:3])[C@H:11]([O:12][C:5](=[O:6])[CH3:7])[C@@H:18]1[O:10][C:2](=[O:1])[CH3:3])(=[O:15])[CH3:14]. The yield is 0.967. (3) The reactants are C(OC([NH:11][CH:12]1[N:18]=[C:17]([C:19]2[CH:24]=[CH:23][CH:22]=[CH:21][CH:20]=2)[C:16]2[CH:25]=[CH:26][CH:27]=[CH:28][C:15]=2[N:14]([CH2:29][CH2:30][CH2:31][C:32]([F:35])([F:34])[F:33])[C:13]1=[O:36])=O)C1C=CC=CC=1. The catalyst is C(Cl)Cl. The product is [NH2:11][CH:12]1[N:18]=[C:17]([C:19]2[CH:20]=[CH:21][CH:22]=[CH:23][CH:24]=2)[C:16]2[CH:25]=[CH:26][CH:27]=[CH:28][C:15]=2[N:14]([CH2:29][CH2:30][CH2:31][C:32]([F:34])([F:33])[F:35])[C:13]1=[O:36]. The yield is 1.00. (4) The reactants are I[C:2]1[CH:7]=[CH:6][N:5]=[CH:4][CH:3]=1.[Li]CCCC.CCCCCC.[CH3:19][O:20][C:21]1[CH:26]=[CH:25][C:24]([C:27]2[CH:28]=[CH:29][C:30]([C:33](=[O:35])[CH3:34])=[N:31][CH:32]=2)=[CH:23][CH:22]=1. The catalyst is C1COCC1. The product is [CH3:19][O:20][C:21]1[CH:22]=[CH:23][C:24]([C:27]2[CH:28]=[CH:29][C:30]([C:33]([C:2]3[CH:7]=[CH:6][N:5]=[CH:4][CH:3]=3)([OH:35])[CH3:34])=[N:31][CH:32]=2)=[CH:25][CH:26]=1. The yield is 0.330. (5) The reactants are [N+:1]([C:4]1[CH:9]=[CH:8][C:7]([OH:10])=[CH:6][CH:5]=1)([O-:3])=[O:2].C(N(C(C)C)CC)(C)C.C1[CH2:24][O:23][CH2:22]C1.O. The catalyst is C(OCC)(=O)C. The product is [CH3:22][O:23][CH2:24][O:10][C:7]1[CH:8]=[CH:9][C:4]([N+:1]([O-:3])=[O:2])=[CH:5][CH:6]=1. The yield is 1.00. (6) The reactants are [O:1]1[C:13]2[C:4](=[CH:5][C:6]3[S:10][C:9]([NH2:11])=[N:8][C:7]=3[CH:12]=2)[O:3][CH2:2]1.[F:14][C:15]([F:26])([F:25])[C:16]1[CH:17]=[C:18]([CH:22]=[CH:23][CH:24]=1)[C:19](Cl)=[O:20].C[O:28][C:29]1[CH:38]=CC2N=C(N)SC=2C=1.ClC1C=C(C=CC=1)C(Cl)=[O:44]. No catalyst specified. The product is [F:14][C:15]([F:26])([F:25])[C:16]1[CH:17]=[C:18]([CH:22]=[CH:23][CH:24]=1)[C:19]([N:11]=[C:9]1[N:8]([CH2:38][C:29]([OH:28])=[O:44])[C:7]2[CH:12]=[C:13]3[O:1][CH2:2][O:3][C:4]3=[CH:5][C:6]=2[S:10]1)=[O:20]. The yield is 0.180. (7) The reactants are [Br:1][C:2]1[CH:14]=[CH:13][C:12]2[C:11]3[C:6](=[CH:7][C:8]([Br:15])=[CH:9][CH:10]=3)[C:5](=[O:16])[C:4]=2[CH:3]=1.[CH2:17]([Mg]Br)[CH2:18][CH2:19][CH2:20][CH3:21]. The catalyst is C1COCC1.CCOCC. The product is [Br:1][C:2]1[CH:14]=[CH:13][C:12]2[C:11]3[C:6](=[CH:7][C:8]([Br:15])=[CH:9][CH:10]=3)[C:5]([CH2:17][CH2:18][CH2:19][CH2:20][CH3:21])([OH:16])[C:4]=2[CH:3]=1. The yield is 0.620. (8) The reactants are [CH:1]1([CH2:4][O:5][C:6]2[CH:11]=[CH:10][CH:9]=[C:8]([O:12]CC3C=CC(OC)=CC=3)[C:7]=2[C:22]2[CH:31]=[C:30]([CH:32]3[CH2:37][CH2:36][CH2:35][N:34](C(OC(C)(C)C)=O)[CH2:33]3)[C:29]3[CH:28]=[CH:27][C:26](=[O:45])[NH:25][C:24]=3[N:23]=2)[CH2:3][CH2:2]1.[ClH:46]. The catalyst is O1CCOCC1.C(OCC)(=O)C. The product is [ClH:46].[CH:1]1([CH2:4][O:5][C:6]2[CH:11]=[CH:10][CH:9]=[C:8]([OH:12])[C:7]=2[C:22]2[N:23]=[C:24]3[C:29]([CH:28]=[CH:27][C:26](=[O:45])[NH:25]3)=[C:30]([CH:32]3[CH2:37][CH2:36][CH2:35][NH:34][CH2:33]3)[CH:31]=2)[CH2:2][CH2:3]1. The yield is 0.800. (9) The reactants are [N:1]1[CH:6]=[CH:5][CH:4]=[C:3]([C:7]2[C:8]3[CH:15]=[CH:14][C:13]([C:16]4[CH:17]=[C:18]([OH:22])[CH:19]=[CH:20][CH:21]=4)=[CH:12][C:9]=3[S:10][CH:11]=2)[CH:2]=1.[CH:23](Br)([CH3:25])[CH3:24].C(=O)([O-])[O-].[K+].[K+]. The catalyst is CN(C=O)C.C(OCC)(=O)C. The product is [CH:23]([O:22][C:18]1[CH:17]=[C:16]([C:13]2[CH:14]=[CH:15][C:8]3[C:7]([C:3]4[CH:2]=[N:1][CH:6]=[CH:5][CH:4]=4)=[CH:11][S:10][C:9]=3[CH:12]=2)[CH:21]=[CH:20][CH:19]=1)([CH3:25])[CH3:24]. The yield is 0.820. (10) The reactants are [CH3:1][O:2][C:3]1[CH:8]=[CH:7][C:6]([CH2:9][NH:10][CH3:11])=[CH:5][C:4]=1[N+:12]([O-:14])=[O:13].[CH3:27][C:26]([O:25][C:23](O[C:23]([O:25][C:26]([CH3:29])([CH3:28])[CH3:27])=[O:24])=[O:24])([CH3:29])[CH3:28]. The catalyst is C(Cl)Cl.CN(C1C=CN=CC=1)C. The product is [CH3:1][O:2][C:3]1[CH:8]=[CH:7][C:6]([CH2:9][N:10]([CH3:11])[C:23](=[O:24])[O:25][C:26]([CH3:27])([CH3:28])[CH3:29])=[CH:5][C:4]=1[N+:12]([O-:14])=[O:13]. The yield is 1.00.